From a dataset of Full USPTO retrosynthesis dataset with 1.9M reactions from patents (1976-2016). Predict the reactants needed to synthesize the given product. (1) Given the product [Cl:10][C:4]1[CH:5]=[CH:6][CH:7]=[C:8]([F:9])[C:3]=1[CH2:2][S:18][C:16]1[N:15]=[C:14]([OH:19])[CH:13]=[C:12]([CH3:11])[N:17]=1, predict the reactants needed to synthesize it. The reactants are: Br[CH2:2][C:3]1[C:8]([F:9])=[CH:7][CH:6]=[CH:5][C:4]=1[Cl:10].[CH3:11][C:12]1[N:17]=[C:16]([SH:18])[N:15]=[C:14]([OH:19])[CH:13]=1. (2) Given the product [Cl:1][C:2]1[C:3]2[S:10][C:9]([C:11]3[N:20]=[N:19][N:18]([CH2:17][Si:14]([CH3:16])([CH3:15])[CH3:13])[CH:12]=3)=[CH:8][C:4]=2[N:5]=[CH:6][N:7]=1, predict the reactants needed to synthesize it. The reactants are: [Cl:1][C:2]1[C:3]2[S:10][C:9]([C:11]#[CH:12])=[CH:8][C:4]=2[N:5]=[CH:6][N:7]=1.[CH3:13][Si:14]([CH2:17][N:18]=[N+:19]=[N-:20])([CH3:16])[CH3:15].CCN(C(C)C)C(C)C. (3) Given the product [C:1]([C:5]1[CH:12]=[CH:11][C:8]([CH2:9][O:50][C:45]2[CH:46]=[CH:47][CH:48]=[CH:49][C:44]=2/[CH:43]=[CH:42]/[CH:29]([CH2:28][CH2:27][C:24]2([CH2:23][C:22]([O:21][CH2:19][CH3:20])=[O:51])[CH2:25][CH2:26]2)[CH2:30][CH2:31][C:32]2[CH:33]=[CH:34][C:35]([C:36]([O:38][CH3:39])=[O:37])=[CH:40][CH:41]=2)=[CH:7][CH:6]=1)([CH3:4])([CH3:3])[CH3:2], predict the reactants needed to synthesize it. The reactants are: [C:1]([C:5]1[CH:12]=[CH:11][C:8]([CH2:9]Br)=[CH:7][CH:6]=1)([CH3:4])([CH3:3])[CH3:2].C(=O)([O-])[O-].[K+].[K+].[CH2:19]([O:21][C:22](=[O:51])[CH2:23][C:24]1([CH2:27][CH2:28][CH:29](/[CH:42]=[CH:43]/[C:44]2[CH:49]=[CH:48][CH:47]=[CH:46][C:45]=2[OH:50])[CH2:30][CH2:31][C:32]2[CH:41]=[CH:40][C:35]([C:36]([O:38][CH3:39])=[O:37])=[CH:34][CH:33]=2)[CH2:26][CH2:25]1)[CH3:20]. (4) Given the product [CH2:1]([NH:20][C:16]1[CH:15]=[C:14]([C:11]2[CH:12]=[CH:13][C:8]([C:7]([F:6])([F:21])[F:22])=[CH:9][CH:10]=2)[CH:19]=[CH:18][CH:17]=1)[CH2:2][CH2:3][CH3:4], predict the reactants needed to synthesize it. The reactants are: [CH:1](=O)[CH2:2][CH2:3][CH3:4].[F:6][C:7]([F:22])([F:21])[C:8]1[CH:13]=[CH:12][C:11]([C:14]2[CH:19]=[CH:18][CH:17]=[C:16]([NH2:20])[CH:15]=2)=[CH:10][CH:9]=1.C(O[BH-](OC(=O)C)OC(=O)C)(=O)C.[Na+].C(O)(=O)C. (5) Given the product [N:1]12[CH2:6][CH2:5][C:4]([O:9][C:10](=[O:11])[NH:12][C:13]3[CH:18]=[C:17]([CH2:19][CH2:20][CH2:21][C:22]([NH:24][C:25]4[CH:26]=[C:27]([O:37][CH3:38])[C:28]([CH2:29][OH:30])=[CH:34][C:35]=4[Cl:36])=[O:23])[CH:16]=[CH:15][C:14]=3[C:39]3[CH:40]=[CH:41][CH:42]=[CH:43][CH:44]=3)([CH2:7][CH2:8]1)[CH2:3][CH2:2]2, predict the reactants needed to synthesize it. The reactants are: [N:1]12[CH2:8][CH2:7][C:4]([O:9][C:10]([NH:12][C:13]3[CH:18]=[C:17]([CH2:19][CH2:20][CH2:21][C:22]([NH:24][C:25]4[C:35]([Cl:36])=[CH:34][C:28]([C:29](OCC)=[O:30])=[C:27]([O:37][CH3:38])[CH:26]=4)=[O:23])[CH:16]=[CH:15][C:14]=3[C:39]3[CH:44]=[CH:43][CH:42]=[CH:41][CH:40]=3)=[O:11])([CH2:5][CH2:6]1)[CH2:3][CH2:2]2.[H-].[Al+3].[Li+].[H-].[H-].[H-]. (6) Given the product [Si:16]([O:15][CH2:14][C@@H:4]1[CH2:3][C@@H:2]([OH:1])[CH2:6][N:5]1[C:7]([O:9][C:10]([CH3:11])([CH3:12])[CH3:13])=[O:8])([C:19]([CH3:22])([CH3:21])[CH3:20])([CH3:18])[CH3:17], predict the reactants needed to synthesize it. The reactants are: [OH:1][C@H:2]1[CH2:6][N:5]([C:7]([O:9][C:10]([CH3:13])([CH3:12])[CH3:11])=[O:8])[C@H:4]([CH2:14][OH:15])[CH2:3]1.[Si:16](Cl)([C:19]([CH3:22])([CH3:21])[CH3:20])([CH3:18])[CH3:17].C(N(CC)CC)C. (7) Given the product [C:36]([O:35][C:33]([C:32]1[C:31]([F:41])=[CH:30][C:29]([O:1][CH2:2][CH:3]2[CH2:4][CH:5]3[N:10]([C:11]([O:13][CH2:14][C:15]4[CH:16]=[CH:17][CH:18]=[CH:19][CH:20]=4)=[O:12])[CH:8]([CH2:7][CH2:6]3)[CH2:9]2)=[C:28]([Cl:27])[CH:40]=1)=[O:34])([CH3:39])([CH3:37])[CH3:38], predict the reactants needed to synthesize it. The reactants are: [OH:1][CH2:2][CH:3]1[CH2:9][CH:8]2[N:10]([C:11]([O:13][CH2:14][C:15]3[CH:20]=[CH:19][CH:18]=[CH:17][CH:16]=3)=[O:12])[CH:5]([CH2:6][CH2:7]2)[CH2:4]1.C(=O)([O-])[O-].[Cs+].[Cs+].[Cl:27][C:28]1[C:29](F)=[CH:30][C:31]([F:41])=[C:32]([CH:40]=1)[C:33]([O:35][C:36]([CH3:39])([CH3:38])[CH3:37])=[O:34].Cl.